Dataset: Full USPTO retrosynthesis dataset with 1.9M reactions from patents (1976-2016). Task: Predict the reactants needed to synthesize the given product. (1) Given the product [CH3:18][O:17][CH2:16][CH2:15][N:9]1[C:10]([C:11]([F:14])([F:12])[F:13])=[C:6]([C:4]([OH:5])=[O:3])[CH:7]=[N:8]1, predict the reactants needed to synthesize it. The reactants are: C([O:3][C:4]([C:6]1[CH:7]=[N:8][N:9]([CH2:15][CH2:16][O:17][CH3:18])[C:10]=1[C:11]([F:14])([F:13])[F:12])=[O:5])C.[OH-].[Li+]. (2) The reactants are: Cl[C:2]1[N:3]=[C:4]([N:21]2[CH2:26][CH2:25][O:24][CH2:23][CH2:22]2)[C:5]2[S:10][C:9]([C:11]3[CH:12]=[C:13]([CH2:17][CH2:18][CH2:19][OH:20])[CH:14]=[CH:15][CH:16]=3)=[CH:8][C:6]=2[N:7]=1.[NH2:27][C:28]1[N:33]=[CH:32][C:31](B2OC(C)(C)C(C)(C)O2)=[CH:30][N:29]=1. Given the product [NH2:27][C:28]1[N:33]=[CH:32][C:31]([C:2]2[N:3]=[C:4]([N:21]3[CH2:26][CH2:25][O:24][CH2:23][CH2:22]3)[C:5]3[S:10][C:9]([C:11]4[CH:12]=[C:13]([CH2:17][CH2:18][CH2:19][OH:20])[CH:14]=[CH:15][CH:16]=4)=[CH:8][C:6]=3[N:7]=2)=[CH:30][N:29]=1, predict the reactants needed to synthesize it. (3) Given the product [F:1][C:2]1[CH:3]=[C:4]([N:9]2[C:14](=[O:15])[C:13]([O:16][CH2:37][C:38]([OH:42])([CH3:41])[CH3:39])=[C:12]([C:27]3[CH:32]=[CH:31][C:30]([S:33]([CH3:36])(=[O:34])=[O:35])=[CH:29][CH:28]=3)[CH:11]=[N:10]2)[CH:5]=[CH:6][C:7]=1[F:8], predict the reactants needed to synthesize it. The reactants are: [F:1][C:2]1[CH:3]=[C:4]([N:9]2[C:14](=[O:15])[C:13]([O:16]S(C3C=CC(C)=CC=3)(=O)=O)=[C:12]([C:27]3[CH:32]=[CH:31][C:30]([S:33]([CH3:36])(=[O:35])=[O:34])=[CH:29][CH:28]=3)[CH:11]=[N:10]2)[CH:5]=[CH:6][C:7]=1[F:8].[CH3:37][C:38]([OH:42])([CH3:41])[CH2:39]O. (4) The reactants are: [S:1]1[C:5]2[CH:6]=[CH:7][CH:8]=[CH:9][C:4]=2[N:3]=[C:2]1[O:10][C:11]1[CH:19]=[C:18]2[C:14]([C:15]([CH2:20][N:21]3[CH2:26][CH2:25][CH:24]([N:27]4[CH2:31][C@H:30]([O:32][Si](C(C)(C)C)(C)C)[CH2:29][C:28]4=[O:40])[CH2:23][CH2:22]3)=[CH:16][NH:17]2)=[CH:13][CH:12]=1.Cl. Given the product [S:1]1[C:5]2[CH:6]=[CH:7][CH:8]=[CH:9][C:4]=2[N:3]=[C:2]1[O:10][C:11]1[CH:19]=[C:18]2[C:14]([C:15]([CH2:20][N:21]3[CH2:26][CH2:25][CH:24]([N:27]4[CH2:31][C@H:30]([OH:32])[CH2:29][C:28]4=[O:40])[CH2:23][CH2:22]3)=[CH:16][NH:17]2)=[CH:13][CH:12]=1, predict the reactants needed to synthesize it. (5) Given the product [Br:22][C:20]1[CH:21]=[C:16]([NH:1][C:2]2[CH:14]=[C:5]3[CH2:6][N:7]([C:10](=[O:13])[CH2:11][CH3:12])[CH2:8][CH2:9][N:4]3[N:3]=2)[C:17](=[O:24])[N:18]([CH3:23])[CH:19]=1, predict the reactants needed to synthesize it. The reactants are: [NH2:1][C:2]1[CH:14]=[C:5]2[CH2:6][N:7]([C:10](=[O:13])[CH2:11][CH3:12])[CH2:8][CH2:9][N:4]2[N:3]=1.Br[C:16]1[C:17](=[O:24])[N:18]([CH3:23])[CH:19]=[C:20]([Br:22])[CH:21]=1.CC1(C)C2C(=C(P(C3C=CC=CC=3)C3C=CC=CC=3)C=CC=2)OC2C(P(C3C=CC=CC=3)C3C=CC=CC=3)=CC=CC1=2.C([O-])([O-])=O.[Cs+].[Cs+]. (6) Given the product [ClH:21].[Cl:21][C:22]1[CH:23]=[CH:24][C:25]([C:28]2[CH:32]=[C:31]([C:33]([NH:1][C:2]3[CH:3]=[CH:4][C:5]([C@H:8]4[O:13][CH2:12][CH2:11][NH:10][CH2:9]4)=[CH:6][CH:7]=3)=[O:34])[NH:30][N:29]=2)=[CH:26][CH:27]=1, predict the reactants needed to synthesize it. The reactants are: [NH2:1][C:2]1[CH:7]=[CH:6][C:5]([C@H:8]2[O:13][CH2:12][CH2:11][N:10](C(OC(C)(C)C)=O)[CH2:9]2)=[CH:4][CH:3]=1.[Cl:21][C:22]1[CH:27]=[CH:26][C:25]([C:28]2[CH:32]=[C:31]([C:33](O)=[O:34])[NH:30][N:29]=2)=[CH:24][CH:23]=1.